This data is from Full USPTO retrosynthesis dataset with 1.9M reactions from patents (1976-2016). The task is: Predict the reactants needed to synthesize the given product. Given the product [C:18]([C:15]1[CH:16]=[CH:17][C:12]([N:5]2[C:4](=[O:22])[C:3]3[C:7](=[CH:8][CH:9]=[CH:10][C:2]=3[NH:1][CH2:29][C:26]3[CH:27]=[CH:28][N:23]=[CH:24][CH:25]=3)[C:6]2=[O:11])=[CH:13][CH:14]=1)([CH3:19])([CH3:21])[CH3:20], predict the reactants needed to synthesize it. The reactants are: [NH2:1][C:2]1[CH:10]=[CH:9][CH:8]=[C:7]2[C:3]=1[C:4](=[O:22])[N:5]([C:12]1[CH:17]=[CH:16][C:15]([C:18]([CH3:21])([CH3:20])[CH3:19])=[CH:14][CH:13]=1)[C:6]2=[O:11].[N:23]1[CH:28]=[CH:27][C:26]([CH:29]=O)=[CH:25][CH:24]=1.[BH-](OC(C)=O)(OC(C)=O)OC(C)=O.[Na+].